Dataset: Reaction yield outcomes from USPTO patents with 853,638 reactions. Task: Predict the reaction yield, written as a fraction of the theoretical maximum amount of product (1.0 means a 100% yield; for example, 0.34 means a 34% yield). (1) The reactants are [Cl-].O[NH3+:3].[C:4](=[O:7])([O-])[OH:5].[Na+].CS(C)=O.[OH:13][C:14]([CH3:54])([CH3:53])[CH2:15][O:16][C@H:17]1[CH2:22][CH2:21][C@H:20]([N:23]2[C:28](=[O:29])[C:27]([CH2:30][C:31]3[CH:36]=[CH:35][C:34]([C:37]4[C:38]([C:43]#[N:44])=[CH:39][CH:40]=[CH:41][CH:42]=4)=[CH:33][C:32]=3[O:45][CH3:46])=[C:26]([CH2:47][CH2:48][CH3:49])[N:25]3[N:50]=[CH:51][CH:52]=[C:24]23)[CH2:19][CH2:18]1. The catalyst is C(OCC)(=O)C. The product is [OH:13][C:14]([CH3:53])([CH3:54])[CH2:15][O:16][C@H:17]1[CH2:18][CH2:19][C@H:20]([N:23]2[C:28](=[O:29])[C:27]([CH2:30][C:31]3[CH:36]=[CH:35][C:34]([C:37]4[CH:42]=[CH:41][CH:40]=[CH:39][C:38]=4[C:43]4[NH:3][C:4](=[O:7])[O:5][N:44]=4)=[CH:33][C:32]=3[O:45][CH3:46])=[C:26]([CH2:47][CH2:48][CH3:49])[N:25]3[N:50]=[CH:51][CH:52]=[C:24]23)[CH2:21][CH2:22]1. The yield is 0.710. (2) The reactants are Br[C:2]1[CH:3]=[C:4]([N:22]([CH:24]2[CH2:29][CH2:28][CH2:27][CH2:26][CH2:25]2)[CH3:23])[C:5]([CH3:21])=[C:6]([CH:20]=1)[C:7]([NH:9][CH2:10][C:11]1[C:12](=[O:19])[NH:13][C:14]([CH3:18])=[CH:15][C:16]=1[CH3:17])=[O:8].[O:30]1[CH2:35][CH2:34][N:33]([CH2:36][C:37]2[CH:42]=[CH:41][C:40](B(O)O)=[CH:39][CH:38]=2)[CH2:32][CH2:31]1.C([O-])([O-])=O.[Na+].[Na+]. The catalyst is O1CCOCC1.O.O.C1C=CC([P]([Pd]([P](C2C=CC=CC=2)(C2C=CC=CC=2)C2C=CC=CC=2)([P](C2C=CC=CC=2)(C2C=CC=CC=2)C2C=CC=CC=2)[P](C2C=CC=CC=2)(C2C=CC=CC=2)C2C=CC=CC=2)(C2C=CC=CC=2)C2C=CC=CC=2)=CC=1. The product is [CH:24]1([N:22]([CH3:23])[C:4]2[C:5]([CH3:21])=[C:6]([C:7]([NH:9][CH2:10][C:11]3[C:12](=[O:19])[NH:13][C:14]([CH3:18])=[CH:15][C:16]=3[CH3:17])=[O:8])[CH:20]=[C:2]([C:40]3[CH:39]=[CH:38][C:37]([CH2:36][N:33]4[CH2:34][CH2:35][O:30][CH2:31][CH2:32]4)=[CH:42][CH:41]=3)[CH:3]=2)[CH2:29][CH2:28][CH2:27][CH2:26][CH2:25]1. The yield is 0.290. (3) The reactants are [CH3:1][O:2][C:3]1[CH:4]=[C:5]2[C:10](=[CH:11][CH:12]=1)[N:9]=[C:8]([CH3:13])[CH:7]=[CH:6]2.[Br:14]N1C(=O)CCC1=O. The catalyst is C(#N)C. The product is [Br:14][C:4]1[C:3]([O:2][CH3:1])=[CH:12][CH:11]=[C:10]2[C:5]=1[CH:6]=[CH:7][C:8]([CH3:13])=[N:9]2. The yield is 0.986.